Dataset: Forward reaction prediction with 1.9M reactions from USPTO patents (1976-2016). Task: Predict the product of the given reaction. (1) Given the reactants [CH3:1][C:2]([OH:17])([CH2:4][CH2:5][O:6][C:7]1[CH:12]=[C:11]([C:13]([F:16])([F:15])[F:14])[CH:10]=[CH:9][N:8]=1)[CH3:3].[Br:18]Br.C([O-])(O)=O.[Na+].[O-]S([O-])(=S)=O.[Na+].[Na+], predict the reaction product. The product is: [Br:18][C:10]1[C:11]([C:13]([F:15])([F:16])[F:14])=[CH:12][C:7]([O:6][CH2:5][CH2:4][C:2]([CH3:1])([OH:17])[CH3:3])=[N:8][CH:9]=1. (2) The product is: [C:17]([O:21][C:22](=[O:28])[CH:23]([CH:25]([CH3:26])[CH3:27])[NH:24][C:12]([C:9]1[CH:10]=[C:11]2[C:6]([C:5]([Cl:15])=[CH:4][N:3]=[C:2]2[Cl:1])=[CH:7][CH:8]=1)=[O:13])([CH3:20])([CH3:19])[CH3:18]. Given the reactants [Cl:1][C:2]1[C:11]2[C:6](=[CH:7][CH:8]=[C:9]([C:12](Cl)=[O:13])[CH:10]=2)[C:5]([Cl:15])=[CH:4][N:3]=1.Cl.[C:17]([O:21][C:22](=[O:28])[CH:23]([CH:25]([CH3:27])[CH3:26])[NH2:24])([CH3:20])([CH3:19])[CH3:18].CCN(CC)CC, predict the reaction product. (3) Given the reactants [CH3:1][CH:2]([OH:7])[CH2:3][CH:4]([OH:6])[CH3:5].C(N(CC)CC)C.[CH2:15]([C:18]1[CH:26]=[CH:25][C:21]([C:22](Cl)=[O:23])=[CH:20][CH:19]=1)[CH2:16][CH3:17], predict the reaction product. The product is: [CH2:15]([C:18]1[CH:19]=[CH:20][C:21]([C:22]([O:6][CH:4]([CH2:3][CH:2]([OH:7])[CH3:1])[CH3:5])=[O:23])=[CH:25][CH:26]=1)[CH2:16][CH3:17]. (4) Given the reactants [CH:1]([N:4]1[CH2:9][CH2:8][CH:7]([O:10][C:11]2[CH:19]=[CH:18][C:17]3[N:16]4[C@H:20]([CH3:25])[CH2:21][NH:22][C:23](=[O:24])[C:15]4=[CH:14][C:13]=3[CH:12]=2)[CH2:6][CH2:5]1)([CH3:3])[CH3:2].[H-].[Na+].Cl[CH2:29][C:30]1[N:31]=[C:32]([C:36]2[CH:41]=[CH:40][CH:39]=[CH:38][CH:37]=2)[O:33][C:34]=1[CH3:35], predict the reaction product. The product is: [CH:1]([N:4]1[CH2:9][CH2:8][CH:7]([O:10][C:11]2[CH:19]=[CH:18][C:17]3[N:16]4[C@H:20]([CH3:25])[CH2:21][N:22]([CH2:29][C:30]5[N:31]=[C:32]([C:36]6[CH:41]=[CH:40][CH:39]=[CH:38][CH:37]=6)[O:33][C:34]=5[CH3:35])[C:23](=[O:24])[C:15]4=[CH:14][C:13]=3[CH:12]=2)[CH2:6][CH2:5]1)([CH3:3])[CH3:2]. (5) Given the reactants C(OC([N:8]1[CH2:11][CH:10]([C:12]2[CH:13]=[C:14]3[C:18](=[CH:19][CH:20]=2)[N:17]([S:21]([C:24]2[CH:29]=[CH:28][CH:27]=[C:26]([C:30]([F:33])([F:32])[F:31])[CH:25]=2)(=[O:23])=[O:22])[CH:16]=[CH:15]3)[CH2:9]1)=O)(C)(C)C.[ClH:34], predict the reaction product. The product is: [ClH:34].[NH:8]1[CH2:11][CH:10]([C:12]2[CH:13]=[C:14]3[C:18](=[CH:19][CH:20]=2)[N:17]([S:21]([C:24]2[CH:29]=[CH:28][CH:27]=[C:26]([C:30]([F:32])([F:33])[F:31])[CH:25]=2)(=[O:22])=[O:23])[CH:16]=[CH:15]3)[CH2:9]1. (6) Given the reactants [CH3:1][C:2]1[CH:7]=[CH:6][CH:5]=[CH:4][C:3]=1[C:8]1[C:16]2[O:15][CH:14]([CH2:17][OH:18])[CH2:13][C:12]=2[CH:11]=[CH:10][C:9]=1[Cl:19].[C:20]1([CH3:30])[CH:25]=[CH:24][C:23]([S:26](Cl)(=[O:28])=[O:27])=[CH:22][CH:21]=1, predict the reaction product. The product is: [CH3:30][C:20]1[CH:25]=[CH:24][C:23]([S:26]([O:18][CH2:17][CH:14]2[CH2:13][C:12]3[CH:11]=[CH:10][C:9]([Cl:19])=[C:8]([C:3]4[CH:4]=[CH:5][CH:6]=[CH:7][C:2]=4[CH3:1])[C:16]=3[O:15]2)(=[O:28])=[O:27])=[CH:22][CH:21]=1. (7) Given the reactants [NH2:1][C:2]1[CH:7]=[CH:6][CH:5]=[CH:4][C:3]=1[NH:8][C:9]([NH:11][C:12]1[C:16]([CH3:17])=[CH:15][S:14][CH:13]=1)=S.CI, predict the reaction product. The product is: [CH3:17][C:16]1[C:12]([NH:11][C:9]2[NH:8][C:3]3[CH:4]=[CH:5][CH:6]=[CH:7][C:2]=3[N:1]=2)=[CH:13][S:14][CH:15]=1.